Dataset: Reaction yield outcomes from USPTO patents with 853,638 reactions. Task: Predict the reaction yield, written as a fraction of the theoretical maximum amount of product (1.0 means a 100% yield; for example, 0.34 means a 34% yield). (1) The reactants are [CH3:1][O:2][CH2:3][CH:4]([NH:6][C:7]([C:9]1[CH:10]=[C:11]([C:18]2[CH:23]=[CH:22][C:21]([CH3:24])=[CH:20][CH:19]=2)[CH:12]=[C:13]([N+:15]([O-])=O)[CH:14]=1)=[O:8])[CH3:5].Cl[Sn]Cl. The catalyst is CO. The product is [CH3:1][O:2][CH2:3][CH:4]([NH:6][C:7]([C:9]1[CH:10]=[C:11]([C:18]2[CH:19]=[CH:20][C:21]([CH3:24])=[CH:22][CH:23]=2)[CH:12]=[C:13]([NH2:15])[CH:14]=1)=[O:8])[CH3:5]. The yield is 0.903. (2) The yield is 0.880. The product is [N:22]1([CH2:2][C:3]2[CH:4]=[C:5]([C:9]3[O:10][C:11]4[C:17]([C:18]([O:20][CH3:21])=[O:19])=[CH:16][CH:15]=[CH:14][C:12]=4[N:13]=3)[CH:6]=[CH:7][CH:8]=2)[CH2:26][CH2:25][CH2:24][CH2:23]1. The reactants are Br[CH2:2][C:3]1[CH:4]=[C:5]([C:9]2[O:10][C:11]3[C:17]([C:18]([O:20][CH3:21])=[O:19])=[CH:16][CH:15]=[CH:14][C:12]=3[N:13]=2)[CH:6]=[CH:7][CH:8]=1.[NH:22]1[CH2:26][CH2:25][CH2:24][CH2:23]1. The catalyst is C(O)C.